Dataset: Forward reaction prediction with 1.9M reactions from USPTO patents (1976-2016). Task: Predict the product of the given reaction. (1) Given the reactants [Br:1][C:2]1[CH:3]=[CH:4][C:5]([CH:8](P(=O)(OC2C=CC=CC=2)OC2C=CC=CC=2)NC2C=CC=CC=2)=[N:6][CH:7]=1.[N:32]1[CH:37]=[C:36]([CH:38]=O)[CH:35]=[N:34][CH:33]=1.C([O-])([O-])=[O:41].[Cs+].[Cs+].N#N.Cl.[OH-].[Na+], predict the reaction product. The product is: [Br:1][C:2]1[CH:3]=[CH:4][C:5]([C:8](=[O:41])[CH2:38][C:36]2[CH:37]=[N:32][CH:33]=[N:34][CH:35]=2)=[N:6][CH:7]=1. (2) Given the reactants [Cl:1][C:2]1[CH:7]=[C:6]([N:8]2[CH2:13][CH2:12][O:11][CH2:10][CH2:9]2)[N:5]2[N:14]=[CH:15][CH:16]=[C:4]2[N:3]=1.[Br:17]N1C(=O)CCC1=O, predict the reaction product. The product is: [Br:17][C:16]1[CH:15]=[N:14][N:5]2[C:6]([N:8]3[CH2:13][CH2:12][O:11][CH2:10][CH2:9]3)=[CH:7][C:2]([Cl:1])=[N:3][C:4]=12. (3) Given the reactants [F:1][C:2]1[C:3]([N:9]2[CH:14]=[CH:13][C:12](=[O:15])[C:11]([O:16][CH2:17][C:18]3[CH:23]=[CH:22][C:21]([O:24][CH3:25])=[CH:20][CH:19]=3)=[CH:10]2)=[N:4][CH:5]=[CH:6][C:7]=1I.[Cl:26][C:27]1[C:28](B2OC(C)(C)C(C)(C)O2)=[C:29]2[CH:35]=[CH:34][N:33]([Si](C(C)C)(C(C)C)C(C)C)[C:30]2=[N:31][CH:32]=1.C(=O)([O-])[O-].[Cs+].[Cs+], predict the reaction product. The product is: [Cl:26][C:27]1[C:28]([C:7]2[CH:6]=[CH:5][N:4]=[C:3]([N:9]3[CH:14]=[CH:13][C:12](=[O:15])[C:11]([O:16][CH2:17][C:18]4[CH:23]=[CH:22][C:21]([O:24][CH3:25])=[CH:20][CH:19]=4)=[CH:10]3)[C:2]=2[F:1])=[C:29]2[CH:35]=[CH:34][NH:33][C:30]2=[N:31][CH:32]=1. (4) The product is: [CH3:1][C:2]1[CH:7]=[C:6]([CH3:8])[N:5]=[C:4]([N:9]2[CH2:16][CH:15]3[CH2:14][N:13]([C:21]([C:20]4[CH:24]=[CH:25][C:26]([CH3:28])=[CH:27][C:19]=4[O:18][CH3:17])=[O:22])[CH2:12][CH:11]3[CH2:10]2)[N:3]=1. Given the reactants [CH3:1][C:2]1[CH:7]=[C:6]([CH3:8])[N:5]=[C:4]([N:9]2[CH2:16][CH:15]3[CH:11]([CH2:12][NH:13][CH2:14]3)[CH2:10]2)[N:3]=1.[CH3:17][O:18][C:19]1[CH:27]=[C:26]([CH3:28])[CH:25]=[CH:24][C:20]=1[C:21](O)=[O:22], predict the reaction product. (5) Given the reactants [NH2:1][C:2]1[CH:7]=[CH:6][C:5]([N:8]2[CH:13]=[C:12]([F:14])[CH:11]=[C:10]([F:15])[C:9]2=[O:16])=[CH:4][CH:3]=1.Cl.Cl[CH2:19][CH2:20][NH:21][CH2:22][CH2:23]Cl.C(=O)([O-])[O-].[K+].[K+], predict the reaction product. The product is: [F:15][C:10]1[C:9](=[O:16])[N:8]([C:5]2[CH:6]=[CH:7][C:2]([N:1]3[CH2:23][CH2:22][NH:21][CH2:20][CH2:19]3)=[CH:3][CH:4]=2)[CH:13]=[C:12]([F:14])[CH:11]=1. (6) Given the reactants [NH2:1][CH:2]([CH3:20])[C:3]([NH:5][C:6]1[N:7]=[CH:8][N:9]([C:11]([CH3:19])([CH3:18])[CH2:12][N:13]2[CH2:17][CH2:16][CH2:15][CH2:14]2)[CH:10]=1)=[O:4].[F:21][C:22]1[CH:23]=[C:24]([CH2:29][C:30](O)=[O:31])[CH:25]=[C:26]([F:28])[CH:27]=1, predict the reaction product. The product is: [F:21][C:22]1[CH:23]=[C:24]([CH2:29][C:30]([NH:1][CH:2]([CH3:20])[C:3]([NH:5][C:6]2[N:7]=[CH:8][N:9]([C:11]([CH3:19])([CH3:18])[CH2:12][N:13]3[CH2:14][CH2:15][CH2:16][CH2:17]3)[CH:10]=2)=[O:4])=[O:31])[CH:25]=[C:26]([F:28])[CH:27]=1. (7) Given the reactants [CH2:1]([C:8]1[C:9]([NH:22][C:23](=[S:31])[CH2:24][C:25]2[CH:30]=[CH:29][CH:28]=[CH:27][CH:26]=2)=[N:10][CH:11]=[C:12]([C:14]2[CH:19]=[CH:18][C:17]([O:20]C)=[CH:16][CH:15]=2)[N:13]=1)[C:2]1[CH:7]=[CH:6][CH:5]=[CH:4][CH:3]=1.B(Br)(Br)Br.C(=O)(O)[O-].[Na+], predict the reaction product. The product is: [CH2:1]([C:8]1[C:9]([NH:22][C:23](=[S:31])[CH2:24][C:25]2[CH:30]=[CH:29][CH:28]=[CH:27][CH:26]=2)=[N:10][CH:11]=[C:12]([C:14]2[CH:19]=[CH:18][C:17]([OH:20])=[CH:16][CH:15]=2)[N:13]=1)[C:2]1[CH:3]=[CH:4][CH:5]=[CH:6][CH:7]=1.